From a dataset of Forward reaction prediction with 1.9M reactions from USPTO patents (1976-2016). Predict the product of the given reaction. (1) Given the reactants Cl[C:2]1[C:7]([C:8]2[CH:13]=[CH:12][N:11]=[CH:10][CH:9]=2)=[C:6]([C:14]2[O:15][CH:16]=[CH:17][CH:18]=2)[N:5]=[C:4]([NH2:19])[N:3]=1, predict the reaction product. The product is: [O:15]1[CH:16]=[CH:17][CH:18]=[C:14]1[C:6]1[C:7]([C:8]2[CH:13]=[CH:12][N:11]=[CH:10][CH:9]=2)=[C:2]([O:15][CH2:14][CH2:6][CH3:7])[N:3]=[C:4]([NH2:19])[N:5]=1. (2) The product is: [C:30]1([CH:7]([C:1]2[CH:2]=[CH:3][CH:4]=[CH:5][CH:6]=2)[N:8]2[C:16]3[C:11](=[CH:12][CH:13]=[CH:14][C:15]=3[F:17])[C:10]3([C:18]4[C:27](=[CH:26][C:21]5[O:22][CH2:23][CH2:24][O:25][C:20]=5[CH:19]=4)[O:28][CH2:36]3)[C:9]2=[O:29])[CH:31]=[CH:32][CH:33]=[CH:34][CH:35]=1. Given the reactants [C:1]1([CH:7]([C:30]2[CH:35]=[CH:34][CH:33]=[CH:32][CH:31]=2)[N:8]2[C:16]3[C:11](=[CH:12][CH:13]=[CH:14][C:15]=3[F:17])[CH:10]([C:18]3[C:27]([OH:28])=[CH:26][C:21]4[O:22][CH2:23][CH2:24][O:25][C:20]=4[CH:19]=3)[C:9]2=[O:29])[CH:6]=[CH:5][CH:4]=[CH:3][CH:2]=1.[C:36]1(C(C2C=CC=CC=2)N2C3C(=CC=CC=3)C(C3C=C(C)C(OC)=CC=3O)C2=O)C=CC=CC=1, predict the reaction product.